Dataset: NCI-60 drug combinations with 297,098 pairs across 59 cell lines. Task: Regression. Given two drug SMILES strings and cell line genomic features, predict the synergy score measuring deviation from expected non-interaction effect. (1) Drug 1: C1C(C(OC1N2C=C(C(=O)NC2=O)F)CO)O. Drug 2: CC=C1C(=O)NC(C(=O)OC2CC(=O)NC(C(=O)NC(CSSCCC=C2)C(=O)N1)C(C)C)C(C)C. Cell line: PC-3. Synergy scores: CSS=23.6, Synergy_ZIP=0.931, Synergy_Bliss=2.90, Synergy_Loewe=-11.5, Synergy_HSA=2.27. (2) Drug 1: C1=C(C(=O)NC(=O)N1)F. Drug 2: CC1CCC2CC(C(=CC=CC=CC(CC(C(=O)C(C(C(=CC(C(=O)CC(OC(=O)C3CCCCN3C(=O)C(=O)C1(O2)O)C(C)CC4CCC(C(C4)OC)OCCO)C)C)O)OC)C)C)C)OC. Cell line: RXF 393. Synergy scores: CSS=40.2, Synergy_ZIP=-0.106, Synergy_Bliss=-0.692, Synergy_Loewe=1.26, Synergy_HSA=3.03. (3) Drug 1: C1CCN(CC1)CCOC2=CC=C(C=C2)C(=O)C3=C(SC4=C3C=CC(=C4)O)C5=CC=C(C=C5)O. Synergy scores: CSS=35.8, Synergy_ZIP=6.62, Synergy_Bliss=6.73, Synergy_Loewe=-29.5, Synergy_HSA=6.70. Cell line: OVCAR-4. Drug 2: CC1=C2C(C(=O)C3(C(CC4C(C3C(C(C2(C)C)(CC1OC(=O)C(C(C5=CC=CC=C5)NC(=O)OC(C)(C)C)O)O)OC(=O)C6=CC=CC=C6)(CO4)OC(=O)C)OC)C)OC. (4) Drug 1: CCCS(=O)(=O)NC1=C(C(=C(C=C1)F)C(=O)C2=CNC3=C2C=C(C=N3)C4=CC=C(C=C4)Cl)F. Drug 2: CCC1(C2=C(COC1=O)C(=O)N3CC4=CC5=C(C=CC(=C5CN(C)C)O)N=C4C3=C2)O.Cl. Cell line: TK-10. Synergy scores: CSS=15.5, Synergy_ZIP=-4.69, Synergy_Bliss=0.558, Synergy_Loewe=-7.41, Synergy_HSA=-0.0402. (5) Drug 1: CCCS(=O)(=O)NC1=C(C(=C(C=C1)F)C(=O)C2=CNC3=C2C=C(C=N3)C4=CC=C(C=C4)Cl)F. Drug 2: CC1CCC2CC(C(=CC=CC=CC(CC(C(=O)C(C(C(=CC(C(=O)CC(OC(=O)C3CCCCN3C(=O)C(=O)C1(O2)O)C(C)CC4CCC(C(C4)OC)O)C)C)O)OC)C)C)C)OC. Cell line: NCI-H322M. Synergy scores: CSS=16.5, Synergy_ZIP=2.60, Synergy_Bliss=7.88, Synergy_Loewe=-32.7, Synergy_HSA=2.44. (6) Drug 1: CC1CCC2CC(C(=CC=CC=CC(CC(C(=O)C(C(C(=CC(C(=O)CC(OC(=O)C3CCCCN3C(=O)C(=O)C1(O2)O)C(C)CC4CCC(C(C4)OC)OCCO)C)C)O)OC)C)C)C)OC. Drug 2: CC(C)(C#N)C1=CC(=CC(=C1)CN2C=NC=N2)C(C)(C)C#N. Cell line: HL-60(TB). Synergy scores: CSS=14.2, Synergy_ZIP=-6.56, Synergy_Bliss=-1.35, Synergy_Loewe=1.79, Synergy_HSA=3.74. (7) Synergy scores: CSS=33.5, Synergy_ZIP=-5.91, Synergy_Bliss=-4.97, Synergy_Loewe=-7.46, Synergy_HSA=-5.96. Drug 2: CC1C(C(CC(O1)OC2CC(CC3=C2C(=C4C(=C3O)C(=O)C5=C(C4=O)C(=CC=C5)OC)O)(C(=O)CO)O)N)O.Cl. Drug 1: CNC(=O)C1=NC=CC(=C1)OC2=CC=C(C=C2)NC(=O)NC3=CC(=C(C=C3)Cl)C(F)(F)F. Cell line: NCI/ADR-RES. (8) Drug 1: CC1C(C(CC(O1)OC2CC(OC(C2O)C)OC3=CC4=CC5=C(C(=O)C(C(C5)C(C(=O)C(C(C)O)O)OC)OC6CC(C(C(O6)C)O)OC7CC(C(C(O7)C)O)OC8CC(C(C(O8)C)O)(C)O)C(=C4C(=C3C)O)O)O)O. Drug 2: C1C(C(OC1N2C=NC(=NC2=O)N)CO)O. Cell line: SF-295. Synergy scores: CSS=46.1, Synergy_ZIP=1.94, Synergy_Bliss=6.47, Synergy_Loewe=-0.870, Synergy_HSA=1.64.